Dataset: NCI-60 drug combinations with 297,098 pairs across 59 cell lines. Task: Regression. Given two drug SMILES strings and cell line genomic features, predict the synergy score measuring deviation from expected non-interaction effect. Drug 1: C1CN1C2=NC(=NC(=N2)N3CC3)N4CC4. Drug 2: COC1=C2C(=CC3=C1OC=C3)C=CC(=O)O2. Cell line: HL-60(TB). Synergy scores: CSS=54.4, Synergy_ZIP=-2.12, Synergy_Bliss=-2.32, Synergy_Loewe=-24.0, Synergy_HSA=-1.96.